From a dataset of Catalyst prediction with 721,799 reactions and 888 catalyst types from USPTO. Predict which catalyst facilitates the given reaction. (1) Reactant: [NH2:1][C:2]1[S:3][C:4]2[CH:10]=[C:9]([N+:11]([O-:13])=[O:12])[CH:8]=[CH:7][C:5]=2[N:6]=1.Cl[C:15]([O:17][CH3:18])=[O:16].O. Product: [N+:11]([C:9]1[CH:8]=[CH:7][C:5]2[N:6]=[C:2]([NH:1][C:15](=[O:16])[O:17][CH3:18])[S:3][C:4]=2[CH:10]=1)([O-:13])=[O:12]. The catalyst class is: 17. (2) The catalyst class is: 3. Product: [CH3:7][C:8]1[C:1]([C:2]([Cl:4])=[O:3])=[C:11]2[N:12]=[C:13]([C:16]3[CH:21]=[CH:20][CH:19]=[CH:18][C:17]=3[C:22]([F:25])([F:23])[F:24])[CH:14]=[CH:15][N:10]2[N:9]=1. Reactant: [C:1](Cl)(=O)[C:2]([Cl:4])=[O:3].[CH3:7][C:8]1C(C(O)=O)=[C:11]2[N:12]=[C:13]([C:16]3[CH:21]=[CH:20][CH:19]=[CH:18][C:17]=3[C:22]([F:25])([F:24])[F:23])[CH:14]=[CH:15][N:10]2[N:9]=1. (3) Reactant: [I-].[CH:2]1([N+:7]2([CH3:12])[CH2:11][CH2:10][CH2:9][CH2:8]2)[CH2:6][CH2:5][CH2:4][CH2:3]1.[OH-:13]. Product: [OH-:13].[CH:2]1([N+:7]2([CH3:12])[CH2:11][CH2:10][CH2:9][CH2:8]2)[CH2:3][CH2:4][CH2:5][CH2:6]1. The catalyst class is: 6. (4) Reactant: [OH:1][C:2]1[CH:9]=[CH:8][C:5]([CH:6]=O)=[CH:4][CH:3]=1.[NH2:10][CH2:11][CH2:12][N:13]1[CH:17]=[C:16]([NH:18][C:19]([C:21]2[CH:22]=[N:23][N:24]3[CH:29]=[CH:28][CH:27]=[N:26][C:25]=23)=[O:20])[C:15]([C:30]2[CH:35]=[C:34]([Cl:36])[CH:33]=[CH:32][C:31]=2[O:37][CH:38]([F:40])[F:39])=[N:14]1.[BH3-]C#N.[Na+]. Product: [Cl:36][C:34]1[CH:33]=[CH:32][C:31]([O:37][CH:38]([F:40])[F:39])=[C:30]([C:15]2[C:16]([NH:18][C:19]([C:21]3[CH:22]=[N:23][N:24]4[CH:29]=[CH:28][CH:27]=[N:26][C:25]=34)=[O:20])=[CH:17][N:13]([CH2:12][CH2:11][NH:10][CH2:6][C:5]3[CH:8]=[CH:9][C:2]([OH:1])=[CH:3][CH:4]=3)[N:14]=2)[CH:35]=1. The catalyst class is: 1. (5) Reactant: [F:1][C:2]1[CH:3]=[CH:4][C:5]([CH3:32])=[C:6]([CH:31]=1)[O:7][CH2:8][C:9]1[C:18]([C:19]2[CH:24]=[CH:23][C:22]([OH:25])=[CH:21][C:20]=2[O:26][CH3:27])=[CH:17][CH:16]=[C:15]2[C:10]=1[C:11]([CH3:30])=[CH:12][C:13]([CH3:29])([CH3:28])[NH:14]2.[C:33]([NH:40][CH2:41][C:42](O)=[O:43])([O:35][C:36]([CH3:39])([CH3:38])[CH3:37])=[O:34].C(N(CC)C(C)C)(C)C.F[P-](F)(F)(F)(F)F.N1(OC(N(C)C)=[N+](C)C)C2N=CC=CC=2N=N1. Product: [C:36]([O:35][C:33]([NH:40][CH2:41][C:42]([O:25][C:22]1[CH:23]=[CH:24][C:19]([C:18]2[C:9]([CH2:8][O:7][C:6]3[CH:31]=[C:2]([F:1])[CH:3]=[CH:4][C:5]=3[CH3:32])=[C:10]3[C:15](=[CH:16][CH:17]=2)[NH:14][C:13]([CH3:28])([CH3:29])[CH:12]=[C:11]3[CH3:30])=[C:20]([O:26][CH3:27])[CH:21]=1)=[O:43])=[O:34])([CH3:39])([CH3:38])[CH3:37]. The catalyst class is: 42. (6) Reactant: [OH:1][C:2]1[C:3]([CH3:38])=[C:4]([CH:35]=[CH:36][CH:37]=1)[O:5][C:6]1[C:7]([C:23]([NH:25]CC2C=CC(OC)=CC=2)=[O:24])=[C:8]([NH:14][C:15]2[CH:20]=[CH:19][C:18]([I:21])=[CH:17][C:16]=2[F:22])[N:9]([CH3:13])[C:10](=[O:12])[CH:11]=1.[Cl-].[Al+3].[Cl-].[Cl-].C(OCC)(=O)C.O. Product: [OH:1][C:2]1[C:3]([CH3:38])=[C:4]([CH:35]=[CH:36][CH:37]=1)[O:5][C:6]1[C:7]([C:23]([NH2:25])=[O:24])=[C:8]([NH:14][C:15]2[CH:20]=[CH:19][C:18]([I:21])=[CH:17][C:16]=2[F:22])[N:9]([CH3:13])[C:10](=[O:12])[CH:11]=1. The catalyst class is: 520. (7) Reactant: [F:1][C:2]1[C:20]([F:21])=[CH:19][CH:18]=[C:17]([O:22][CH2:23][CH2:24]O)[C:3]=1[CH2:4][O:5][C:6]1[C:11]([Br:12])=[CH:10][C:9]([F:13])=[C:8]([N+:14]([O-:16])=[O:15])[CH:7]=1.[CH3:26][N:27]1[CH:34]=[CH:33][C:31](=[O:32])[NH:30][C:28]1=[O:29].C1(P(C2C=CC=CC=2)C2C=CC=CC=2)C=CC=CC=1.N(C(OCC)=O)=NC(OCC)=O. Product: [Br:12][C:11]1[CH:10]=[C:9]([F:13])[C:8]([N+:14]([O-:16])=[O:15])=[CH:7][C:6]=1[O:5][CH2:4][C:3]1[C:2]([F:1])=[C:20]([F:21])[CH:19]=[CH:18][C:17]=1[O:22][CH2:23][CH2:24][N:30]1[C:31](=[O:32])[CH:33]=[CH:34][N:27]([CH3:26])[C:28]1=[O:29]. The catalyst class is: 7.